Task: Regression. Given two drug SMILES strings and cell line genomic features, predict the synergy score measuring deviation from expected non-interaction effect.. Dataset: NCI-60 drug combinations with 297,098 pairs across 59 cell lines (1) Drug 1: C1=CC(=C2C(=C1NCCNCCO)C(=O)C3=C(C=CC(=C3C2=O)O)O)NCCNCCO. Drug 2: C1=CC(=CC=C1C#N)C(C2=CC=C(C=C2)C#N)N3C=NC=N3. Cell line: NCI/ADR-RES. Synergy scores: CSS=4.34, Synergy_ZIP=-2.41, Synergy_Bliss=-1.80, Synergy_Loewe=-0.749, Synergy_HSA=-1.29. (2) Drug 1: COC1=C(C=C2C(=C1)N=CN=C2NC3=CC(=C(C=C3)F)Cl)OCCCN4CCOCC4. Drug 2: N.N.Cl[Pt+2]Cl. Cell line: HL-60(TB). Synergy scores: CSS=10.3, Synergy_ZIP=-1.79, Synergy_Bliss=2.53, Synergy_Loewe=-2.18, Synergy_HSA=0.0487.